From a dataset of Full USPTO retrosynthesis dataset with 1.9M reactions from patents (1976-2016). Predict the reactants needed to synthesize the given product. (1) Given the product [Br:1][C:2]1[CH:7]=[CH:6][C:5]([O:8][C:10]2[CH:17]=[CH:16][C:13]([C:14]#[N:15])=[CH:12][CH:11]=2)=[CH:4][CH:3]=1, predict the reactants needed to synthesize it. The reactants are: [Br:1][C:2]1[CH:7]=[CH:6][C:5]([OH:8])=[CH:4][CH:3]=1.F[C:10]1[CH:17]=[CH:16][C:13]([C:14]#[N:15])=[CH:12][CH:11]=1.C1OCCOCCOCCOCCOCCOC1.[F-].[K+]. (2) Given the product [F:25][C:26]1[CH:47]=[CH:46][C:29]([CH2:30][N:31]2[CH2:35][CH2:34][N:33]([C:36]3[S:40][C:39]([C:41]([NH:66][CH2:65][C:63]4[O:64][C:60]([C:54]5[CH:55]=[CH:56][CH:57]=[CH:58][CH:59]=5)=[N:61][N:62]=4)=[O:42])=[C:38]([CH3:44])[CH:37]=3)[C:32]2=[O:45])=[CH:28][CH:27]=1, predict the reactants needed to synthesize it. The reactants are: CC1C=C(N2CCN(CCOC3C=CC=CC=3)C2=O)SC=1C(O)=O.[F:25][C:26]1[CH:47]=[CH:46][C:29]([CH2:30][N:31]2[CH2:35][CH2:34][N:33]([C:36]3[S:40][C:39]([C:41](O)=[O:42])=[C:38]([CH3:44])[CH:37]=3)[C:32]2=[O:45])=[CH:28][CH:27]=1.C(O)(=O)C(O)=O.[C:54]1([C:60]2[O:64][C:63]([CH2:65][NH2:66])=[N:62][N:61]=2)[CH:59]=[CH:58][CH:57]=[CH:56][CH:55]=1.